This data is from Reaction yield outcomes from USPTO patents with 853,638 reactions. The task is: Predict the reaction yield, written as a fraction of the theoretical maximum amount of product (1.0 means a 100% yield; for example, 0.34 means a 34% yield). (1) The reactants are I[C:2]1[CH:14]=[CH:13][C:12]2[C:11]3[C:6](=[CH:7][C:8](I)=[CH:9][CH:10]=3)[C:5](=[O:16])[C:4]=2[CH:3]=1.[N:17]12[CH2:24][CH2:23][CH:20]([CH2:21][CH2:22]1)[C@@H:19]([OH:25])[CH2:18]2.[N:37]1[C:38]2[C:33](=CC=[C:33]3[C:38]=2[N:37]=[CH:36][CH:35]=[CH:34]3)[CH:34]=[CH:35][CH:36]=1.C(=O)([O-])[O-:41].[Cs+].[Cs+].[C:46]1([CH3:52])C=CC=CC=1. The catalyst is [Cu]I. The product is [N:17]12[CH2:24][CH2:23][CH:20]([CH2:21][CH2:22]1)[C@@H:19]([O:25][C:2]1[CH:14]=[CH:13][C:12]3[C:11]4[C:6](=[CH:7][C:8]([O:41][C@@H:33]5[CH:34]6[CH2:35][CH2:36][N:37]([CH2:46][CH2:52]6)[CH2:38]5)=[CH:9][CH:10]=4)[C:5](=[O:16])[C:4]=3[CH:3]=1)[CH2:18]2. The yield is 0.410. (2) The reactants are [Br:1][C:2]1[CH:7]=[CH:6][C:5]([C:8]([CH3:19])([C:14](OCC)=[O:15])[C:9](OCC)=[O:10])=[CH:4][CH:3]=1.[H-].[Al+3].[Li+].[H-].[H-].[H-]. The catalyst is C1COCC1. The product is [Br:1][C:2]1[CH:3]=[CH:4][C:5]([C:8]([CH3:19])([CH2:14][OH:15])[CH2:9][OH:10])=[CH:6][CH:7]=1. The yield is 0.790. (3) The reactants are [NH2:1][C:2]1[N:7]=[C:6]([C:8]2[CH:13]=[CH:12][C:11]([OH:14])=[CH:10][C:9]=2[O:15][CH3:16])[CH:5]=[CH:4][CH:3]=1.C(=O)([O-])[O-].[Cs+].[Cs+].[CH2:23](Cl)[CH:24]=[CH2:25]. The catalyst is CC(C)=O. The product is [CH2:25]([O:14][C:11]1[CH:12]=[CH:13][C:8]([C:6]2[N:7]=[C:2]([NH2:1])[CH:3]=[CH:4][CH:5]=2)=[C:9]([O:15][CH3:16])[CH:10]=1)[CH:24]=[CH2:23]. The yield is 0.910. (4) The product is [NH2:13][C:12]1[C:3]([NH:2][CH3:1])=[C:4]([CH:9]=[CH:10][CH:11]=1)[C:5]([O:7][CH3:8])=[O:6]. The reactants are [CH3:1][NH:2][C:3]1[C:12]([N+:13]([O-])=O)=[CH:11][CH:10]=[CH:9][C:4]=1[C:5]([O:7][CH3:8])=[O:6]. The yield is 0.990. The catalyst is CO.[Pd]. (5) The reactants are [F:1][C:2]([F:13])([C:5]1[CH:10]=[CH:9][C:8]([CH2:11][F:12])=[CH:7][N:6]=1)[CH2:3][OH:4].CCN(C(C)C)C(C)C.[O:23](S(C(F)(F)F)(=O)=O)[S:24]([C:27]([F:30])([F:29])[F:28])(=O)=[O:25].N#N. The catalyst is C(OCC)C. The product is [F:28][C:27]([F:30])([F:29])[S:24]([O:4][CH2:3][C:2]([F:1])([F:13])[C:5]1[CH:10]=[CH:9][C:8]([CH2:11][F:12])=[CH:7][N:6]=1)(=[O:25])=[O:23]. The yield is 0.560. (6) The reactants are Cl[CH2:2][C:3]1[CH:8]=[CH:7][C:6]([B:9]2[O:13][C:12]([CH3:15])([CH3:14])[C:11]([CH3:17])([CH3:16])[O:10]2)=[CH:5][CH:4]=1.C([O-])([O-])=O.[K+].[K+].[N:24]1[NH:25][N:26]=[CH:27][CH:28]=1. The catalyst is CS(C)=O. The product is [CH3:16][C:11]1([CH3:17])[C:12]([CH3:15])([CH3:14])[O:13][B:9]([C:6]2[CH:7]=[CH:8][C:3]([CH2:2][N:25]3[N:26]=[CH:27][CH:28]=[N:24]3)=[CH:4][CH:5]=2)[O:10]1. The yield is 0.160. (7) The reactants are [S:1]1[CH:5]=[C:4]([NH:6][C:7](=[O:13])[O:8][C:9]([CH3:12])([CH3:11])[CH3:10])[N:3]=[CH:2]1.C[Si](C)(C)[N-][Si](C)(C)C.[Li+].[F:24][C:25]1[CH:30]=[C:29]([F:31])[C:28]([F:32])=[CH:27][C:26]=1[S:33](Cl)(=[O:35])=[O:34]. The catalyst is O1CCCC1. The product is [S:1]1[CH:5]=[C:4]([N:6]([S:33]([C:26]2[CH:27]=[C:28]([F:32])[C:29]([F:31])=[CH:30][C:25]=2[F:24])(=[O:35])=[O:34])[C:7](=[O:13])[O:8][C:9]([CH3:10])([CH3:12])[CH3:11])[N:3]=[CH:2]1. The yield is 0.640. (8) The reactants are N(OCCC(C)C)=O.[Br:9][C:10]1[C:16]([F:17])=[CH:15][C:13](N)=[C:12]([O:18][C:19]2[CH:24]=[CH:23][C:22]([O:25][CH3:26])=[CH:21][CH:20]=2)[CH:11]=1.[ClH:27].O. The catalyst is C(#N)C.[Cu]Cl.[Cu](Cl)Cl. The product is [Br:9][C:10]1[CH:11]=[C:12]([O:18][C:19]2[CH:24]=[CH:23][C:22]([O:25][CH3:26])=[CH:21][CH:20]=2)[C:13]([Cl:27])=[CH:15][C:16]=1[F:17]. The yield is 0.870. (9) The reactants are [Br:1][C:2]1[C:7]([CH3:8])=[CH:6][C:5]([OH:9])=[CH:4][C:3]=1[CH3:10].[S:11]1[CH2:16][CH2:15][CH:14](O)[CH2:13][CH2:12]1.C1(P(C2C=CC=CC=2)C2C=CC=CC=2)C=CC=CC=1.N(C(OCC)=O)=NC(OCC)=O. The catalyst is O1CCCC1. The product is [Br:1][C:2]1[C:7]([CH3:8])=[CH:6][C:5]([O:9][CH:14]2[CH2:15][CH2:16][S:11][CH2:12][CH2:13]2)=[CH:4][C:3]=1[CH3:10]. The yield is 0.860.